From a dataset of Catalyst prediction with 721,799 reactions and 888 catalyst types from USPTO. Predict which catalyst facilitates the given reaction. Reactant: [N+:1]([C:4]1[CH:5]=[C:6]([C:9]([O:11][CH2:12][CH3:13])=[O:10])[NH:7][CH:8]=1)([O-:3])=[O:2].[H-].[Na+].[CH:16](I)([CH3:18])[CH3:17]. Product: [CH:16]([N:7]1[CH:8]=[C:4]([N+:1]([O-:3])=[O:2])[CH:5]=[C:6]1[C:9]([O:11][CH2:12][CH3:13])=[O:10])([CH3:18])[CH3:17]. The catalyst class is: 35.